From a dataset of Full USPTO retrosynthesis dataset with 1.9M reactions from patents (1976-2016). Predict the reactants needed to synthesize the given product. (1) Given the product [NH2:31][C@H:27]1[CH2:28][CH2:29][CH2:30][N:25]([C:4]2[C:3]([OH:2])=[N:8][CH:7]=[C:6]([N:9]3[C:17]4[CH:16]=[C:15]([C:18]5[CH:23]=[N:22][CH:21]=[C:20]([CH3:24])[N:19]=5)[N:14]=[CH:13][C:12]=4[CH:11]=[N:10]3)[N:5]=2)[CH2:26]1, predict the reactants needed to synthesize it. The reactants are: C[O:2][C:3]1[C:4]([N:25]2[CH2:30][CH2:29][CH2:28][C@H:27]([NH:31]C(=O)OC(C)(C)C)[CH2:26]2)=[N:5][C:6]([N:9]2[C:17]3[CH:16]=[C:15]([C:18]4[CH:23]=[N:22][CH:21]=[C:20]([CH3:24])[N:19]=4)[N:14]=[CH:13][C:12]=3[CH:11]=[N:10]2)=[CH:7][N:8]=1.O1CCOCC1. (2) Given the product [Cl:1][C:2]1[CH:7]=[CH:6][C:5]([NH:8][CH2:9][C:11]2[C:12]([NH:17][CH2:18][CH:19]3[CH2:20][CH2:21][N:22]([C:25]4[CH:26]=[CH:27][N:28]=[CH:29][CH:30]=4)[CH2:23][CH2:24]3)=[N:13][CH:14]=[CH:15][CH:16]=2)=[CH:4][CH:3]=1, predict the reactants needed to synthesize it. The reactants are: [Cl:1][C:2]1[CH:7]=[CH:6][C:5]([NH:8][C:9]([C:11]2[C:12]([NH:17][CH2:18][CH:19]3[CH2:24][CH2:23][N:22]([C:25]4[CH:30]=[CH:29][N:28]=[CH:27][CH:26]=4)[CH2:21][CH2:20]3)=[N:13][CH:14]=[CH:15][CH:16]=2)=O)=[CH:4][CH:3]=1.[H-].[Al+3].[Li+].[H-].[H-].[H-]. (3) Given the product [CH2:1]([O:3][C:4]1[CH:5]=[C:6]2[C:11](=[C:12]3[CH2:16][C:15]([CH3:18])([CH3:17])[O:14][C:13]=13)[C:10]([C:19]1[CH:28]=[CH:27][C:22]([C:23]([OH:25])=[O:24])=[C:21]([NH:29][C:30]([C:32]3[CH:41]=[CH:40][C:39]4[C:34](=[CH:35][CH:36]=[CH:37][CH:38]=4)[N:33]=3)=[O:31])[CH:20]=1)=[N:9][C:8]([CH3:42])([CH3:43])[CH2:7]2)[CH3:2], predict the reactants needed to synthesize it. The reactants are: [CH2:1]([O:3][C:4]1[CH:5]=[C:6]2[C:11](=[C:12]3[CH2:16][C:15]([CH3:18])([CH3:17])[O:14][C:13]=13)[C:10]([C:19]1[CH:28]=[CH:27][C:22]([C:23]([O:25]C)=[O:24])=[C:21]([NH:29][C:30]([C:32]3[CH:41]=[CH:40][C:39]4[C:34](=[CH:35][CH:36]=[CH:37][CH:38]=4)[N:33]=3)=[O:31])[CH:20]=1)=[N:9][C:8]([CH3:43])([CH3:42])[CH2:7]2)[CH3:2].[OH-].[Na+]. (4) Given the product [Cl:32][C:27]1[CH:26]=[C:25]([C:23]2[CH:22]=[C:21]([C:33]([F:35])([F:34])[F:36])[N:20]=[C:19]([N:17]3[CH:18]=[C:14]([C:11]4[S:10][C:9]([S:6]([NH2:5])(=[O:8])=[O:7])=[CH:13][CH:12]=4)[N:15]=[CH:16]3)[N:24]=2)[CH:30]=[CH:29][C:28]=1[Cl:31], predict the reactants needed to synthesize it. The reactants are: C([NH:5][S:6]([C:9]1[S:10][C:11]([C:14]2[N:15]=[CH:16][N:17]([C:19]3[N:24]=[C:23]([C:25]4[CH:30]=[CH:29][C:28]([Cl:31])=[C:27]([Cl:32])[CH:26]=4)[CH:22]=[C:21]([C:33]([F:36])([F:35])[F:34])[N:20]=3)[CH:18]=2)=[CH:12][CH:13]=1)(=[O:8])=[O:7])(C)(C)C.C(O)(C(F)(F)F)=O. (5) Given the product [NH4+:3].[OH-:8].[C:24]([O:23][N:3]1[C:36]2[C:31](=[CH:32][CH:33]=[CH:34][CH:35]=2)[CH2:37][CH2:2]1)([CH3:25])([CH3:26])[CH3:27], predict the reactants needed to synthesize it. The reactants are: C[C:2]1[N:3]=CNC=1.S(OCCC1C=CC=CC=1NC([O:23][C:24]([CH3:27])([CH3:26])[CH3:25])=O)(C)(=O)=[O:8].ClCCl.[C:31]1([CH3:37])[CH:36]=[CH:35][CH:34]=[CH:33][CH:32]=1. (6) Given the product [OH:1][CH:2]1[CH2:3][CH2:4][N:5]([C:8]([C:10]2[S:14][C:13]([C:15]3[N:16]=[C:17]4[C:23]([C:24]([C:26]5([CH3:32])[CH2:31][CH2:30][CH2:29][CH2:28][CH2:27]5)=[O:25])=[CH:22][NH:21][C:18]4=[N:19][CH:20]=3)=[CH:12][CH:11]=2)=[O:9])[CH2:6][CH2:7]1, predict the reactants needed to synthesize it. The reactants are: [OH:1][CH:2]1[CH2:7][CH2:6][N:5]([C:8]([C:10]2[S:14][C:13]([C:15]3[N:16]=[C:17]4[C:23]([C:24]([C:26]5([CH3:32])[CH2:31][CH2:30][CH2:29][CH2:28][CH2:27]5)=[O:25])=[CH:22][N:21](COCC[Si](C)(C)C)[C:18]4=[N:19][CH:20]=3)=[CH:12][CH:11]=2)=[O:9])[CH2:4][CH2:3]1.O.O.O.C([O-])(=O)C.[Na+]. (7) Given the product [CH3:1][C:2]1[CH:7]=[C:6]([N+:8]([O-:10])=[O:9])[CH:5]=[CH:4][C:3]=1[S:11][CH2:16][C:17]1[CH:22]=[CH:21][CH:20]=[CH:19][N:18]=1, predict the reactants needed to synthesize it. The reactants are: [CH3:1][C:2]1[CH:7]=[C:6]([N+:8]([O-:10])=[O:9])[CH:5]=[CH:4][C:3]=1[SH:11].[OH-].[Na+].Cl.Cl[CH2:16][C:17]1[CH:22]=[CH:21][CH:20]=[CH:19][N:18]=1.